The task is: Regression. Given two drug SMILES strings and cell line genomic features, predict the synergy score measuring deviation from expected non-interaction effect.. This data is from NCI-60 drug combinations with 297,098 pairs across 59 cell lines. (1) Drug 1: CCCS(=O)(=O)NC1=C(C(=C(C=C1)F)C(=O)C2=CNC3=C2C=C(C=N3)C4=CC=C(C=C4)Cl)F. Drug 2: C1C(C(OC1N2C=C(C(=O)NC2=O)F)CO)O. Cell line: UACC62. Synergy scores: CSS=55.5, Synergy_ZIP=3.58, Synergy_Bliss=2.15, Synergy_Loewe=8.54, Synergy_HSA=9.72. (2) Drug 1: CC12CCC3C(C1CCC2O)C(CC4=C3C=CC(=C4)O)CCCCCCCCCS(=O)CCCC(C(F)(F)F)(F)F. Drug 2: CC(C)NC(=O)C1=CC=C(C=C1)CNNC.Cl. Cell line: BT-549. Synergy scores: CSS=3.81, Synergy_ZIP=-1.59, Synergy_Bliss=-3.66, Synergy_Loewe=-6.13, Synergy_HSA=-5.51. (3) Drug 1: C1CCC(C1)C(CC#N)N2C=C(C=N2)C3=C4C=CNC4=NC=N3. Drug 2: CC=C1C(=O)NC(C(=O)OC2CC(=O)NC(C(=O)NC(CSSCCC=C2)C(=O)N1)C(C)C)C(C)C. Cell line: NCI/ADR-RES. Synergy scores: CSS=-1.20, Synergy_ZIP=-0.243, Synergy_Bliss=-2.86, Synergy_Loewe=-2.06, Synergy_HSA=-3.16. (4) Drug 1: CCC(=C(C1=CC=CC=C1)C2=CC=C(C=C2)OCCN(C)C)C3=CC=CC=C3.C(C(=O)O)C(CC(=O)O)(C(=O)O)O. Drug 2: C(CN)CNCCSP(=O)(O)O. Cell line: UACC-257. Synergy scores: CSS=8.64, Synergy_ZIP=-0.126, Synergy_Bliss=2.54, Synergy_Loewe=-2.81, Synergy_HSA=0.392. (5) Drug 1: CC(C)(C#N)C1=CC(=CC(=C1)CN2C=NC=N2)C(C)(C)C#N. Drug 2: CC1C(C(CC(O1)OC2CC(CC3=C2C(=C4C(=C3O)C(=O)C5=C(C4=O)C(=CC=C5)OC)O)(C(=O)CO)O)N)O.Cl. Cell line: BT-549. Synergy scores: CSS=47.2, Synergy_ZIP=-2.38, Synergy_Bliss=-2.70, Synergy_Loewe=-1.51, Synergy_HSA=-0.623. (6) Drug 1: C1C(C(OC1N2C=NC3=C2NC=NCC3O)CO)O. Drug 2: N.N.Cl[Pt+2]Cl. Cell line: LOX IMVI. Synergy scores: CSS=50.5, Synergy_ZIP=0.400, Synergy_Bliss=0.172, Synergy_Loewe=2.38, Synergy_HSA=4.61. (7) Drug 1: CN(C)C1=NC(=NC(=N1)N(C)C)N(C)C. Drug 2: C1=CC(=CC=C1CC(C(=O)O)N)N(CCCl)CCCl.Cl. Cell line: MDA-MB-435. Synergy scores: CSS=-2.41, Synergy_ZIP=4.26, Synergy_Bliss=4.99, Synergy_Loewe=-2.45, Synergy_HSA=-1.54. (8) Drug 1: C1=NC2=C(N=C(N=C2N1C3C(C(C(O3)CO)O)O)F)N. Drug 2: CC1=C2C(C(=O)C3(C(CC4C(C3C(C(C2(C)C)(CC1OC(=O)C(C(C5=CC=CC=C5)NC(=O)C6=CC=CC=C6)O)O)OC(=O)C7=CC=CC=C7)(CO4)OC(=O)C)O)C)OC(=O)C. Cell line: COLO 205. Synergy scores: CSS=29.5, Synergy_ZIP=-9.15, Synergy_Bliss=0.169, Synergy_Loewe=-5.43, Synergy_HSA=-1.64. (9) Drug 1: C1CCC(CC1)NC(=O)N(CCCl)N=O. Drug 2: CC1CCC2CC(C(=CC=CC=CC(CC(C(=O)C(C(C(=CC(C(=O)CC(OC(=O)C3CCCCN3C(=O)C(=O)C1(O2)O)C(C)CC4CCC(C(C4)OC)O)C)C)O)OC)C)C)C)OC. Cell line: M14. Synergy scores: CSS=8.44, Synergy_ZIP=-3.66, Synergy_Bliss=0.117, Synergy_Loewe=-4.81, Synergy_HSA=0.783.